Task: Predict the reaction yield, written as a fraction of the theoretical maximum amount of product (1.0 means a 100% yield; for example, 0.34 means a 34% yield).. Dataset: Reaction yield outcomes from USPTO patents with 853,638 reactions (1) The reactants are [CH:1]1([S:4]([C:7]2[CH:12]=[CH:11][C:10]([CH:13]([CH2:18][CH:19]3[CH2:24][CH2:23][O:22][CH2:21][CH2:20]3)[C:14](=[O:17])[CH:15]=[CH2:16])=[CH:9][CH:8]=2)(=[O:6])=[O:5])[CH2:3][CH2:2]1.[CH3:25][O:26][CH2:27][CH:28]([C:36]1[CH:37]=[CH:38][C:39]([CH:42]=[O:43])=[N:40][CH:41]=1)[O:29][CH:30]1[CH2:35][CH2:34][CH2:33][CH2:32][O:31]1.C(N(CC)CC)C.O1CCCC1. The product is [CH:1]1([S:4]([C:7]2[CH:8]=[CH:9][C:10]([CH:13]([CH2:18][CH:19]3[CH2:24][CH2:23][O:22][CH2:21][CH2:20]3)[C:14](=[O:17])[CH2:15][CH2:16][C:42]([C:39]3[CH:38]=[CH:37][C:36]([CH:28]([O:29][CH:30]4[CH2:35][CH2:34][CH2:33][CH2:32][O:31]4)[CH2:27][O:26][CH3:25])=[CH:41][N:40]=3)=[O:43])=[CH:11][CH:12]=2)(=[O:6])=[O:5])[CH2:3][CH2:2]1. The yield is 0.790. The catalyst is [Cl-].C([N+]1C(C)=C(CCO)SC=1)C1C=CC=CC=1.C(O)C. (2) The reactants are CO[C:3](=[O:24])[C:4]1[CH:9]=[CH:8][C:7]([O:10][CH2:11][C:12]2[C:13]([C:18]3[CH:23]=[CH:22][CH:21]=[CH:20][N:19]=3)=[N:14][O:15][C:16]=2[CH3:17])=[N:6][CH:5]=1.COC(=O)C1C=CC(OC[C:36]2[C:37]([C:42]3[CH:47]=CC=CC=3F)=[N:38][O:39][C:40]=2C)=NC=1.NC1CCOCC1. No catalyst specified. The product is [CH3:17][C:16]1[O:15][N:14]=[C:13]([C:18]2[CH:23]=[CH:22][CH:21]=[CH:20][N:19]=2)[C:12]=1[CH2:11][O:10][C:7]1[CH:8]=[CH:9][C:4]([C:3]([NH:38][CH:37]2[CH2:42][CH2:47][O:39][CH2:40][CH2:36]2)=[O:24])=[CH:5][N:6]=1. The yield is 0.790. (3) The reactants are C(OC(=O)[N:7]([CH2:12][C:13]1[N:17]([CH3:18])[C:16]([C:19]2[S:27][C:26]3[C:21](=[N:22][CH:23]=[CH:24][C:25]=3[O:28][C:29]3[CH:34]=[CH:33][C:32]([NH:35][C:36]([NH:38][C:39]4[CH:44]=[CH:43][C:42]([F:45])=[CH:41][C:40]=4[F:46])=[O:37])=[CH:31][C:30]=3[F:47])[CH:20]=2)=[N:15][CH:14]=1)[CH2:8][CH2:9][O:10][CH3:11])(C)(C)C.Cl.O1CCOCC1.CCOC(C)=O. The catalyst is C(Cl)Cl.O.C([O-])(O)=O.[Na+]. The product is [F:46][C:40]1[CH:41]=[C:42]([F:45])[CH:43]=[CH:44][C:39]=1[NH:38][C:36]([NH:35][C:32]1[CH:33]=[CH:34][C:29]([O:28][C:25]2[CH:24]=[CH:23][N:22]=[C:21]3[CH:20]=[C:19]([C:16]4[N:17]([CH3:18])[C:13]([CH2:12][NH:7][CH2:8][CH2:9][O:10][CH3:11])=[CH:14][N:15]=4)[S:27][C:26]=23)=[C:30]([F:47])[CH:31]=1)=[O:37]. The yield is 0.610. (4) The reactants are I[C:2]1[C:10]2[C:5](=[CH:6][CH:7]=[C:8]([C:11]3[O:15][C:14]([NH:16][CH:17]([CH3:19])[CH3:18])=[N:13][N:12]=3)[CH:9]=2)[N:4]([S:20]([C:23]2[CH:29]=[CH:28][C:26]([CH3:27])=[CH:25][CH:24]=2)(=[O:22])=[O:21])[CH:3]=1.[Cl:30][C:31]1[CH:36]=[CH:35][N:34]=[C:33]([Sn](CCCC)(CCCC)CCCC)[N:32]=1. The catalyst is CN(C=O)C.C(Cl)Cl.C1C=CC([P]([Pd]([P](C2C=CC=CC=2)(C2C=CC=CC=2)C2C=CC=CC=2)([P](C2C=CC=CC=2)(C2C=CC=CC=2)C2C=CC=CC=2)[P](C2C=CC=CC=2)(C2C=CC=CC=2)C2C=CC=CC=2)(C2C=CC=CC=2)C2C=CC=CC=2)=CC=1. The product is [Cl:30][C:31]1[CH:36]=[CH:35][N:34]=[C:33]([C:2]2[C:10]3[C:5](=[CH:6][CH:7]=[C:8]([C:11]4[O:15][C:14]([NH:16][CH:17]([CH3:18])[CH3:19])=[N:13][N:12]=4)[CH:9]=3)[N:4]([S:20]([C:23]3[CH:29]=[CH:28][C:26]([CH3:27])=[CH:25][CH:24]=3)(=[O:22])=[O:21])[CH:3]=2)[N:32]=1. The yield is 0.564. (5) The reactants are I[C:2]1[NH:6][C:5]([CH2:7][O:8][CH3:9])=[N:4][C:3]=1[CH3:10].[CH3:11][C:12]1[CH:21]=[C:20]([CH3:22])[C:19](B2OC(C)(C)C(C)(C)O2)=[CH:18][C:13]=1[C:14]([O:16][CH3:17])=[O:15].C(=O)([O-])[O-].[K+].[K+]. The catalyst is O1CCOCC1.O.C1C=CC(P(C2C=CC=CC=2)[C-]2C=CC=C2)=CC=1.C1C=CC(P(C2C=CC=CC=2)[C-]2C=CC=C2)=CC=1.Cl[Pd]Cl.[Fe+2]. The product is [CH3:9][O:8][CH2:7][C:5]1[NH:6][C:2]([C:19]2[C:20]([CH3:22])=[CH:21][C:12]([CH3:11])=[C:13]([CH:18]=2)[C:14]([O:16][CH3:17])=[O:15])=[C:3]([CH3:10])[N:4]=1. The yield is 0.480. (6) The reactants are C1(P(C2C=CC=CC=2)C2C=CC=CC=2)C=CC=CC=1.BrN1C(=O)CCC1=O.[Cl:28][C:29]1[CH:30]=[C:31]([CH:39]([CH2:43][CH:44]2[CH2:48][CH2:47][CH2:46][CH2:45]2)[C:40]([OH:42])=O)[CH:32]=[CH:33][C:34]=1[S:35]([CH3:38])(=[O:37])=[O:36].[NH2:49][C:50]1[NH:51][C:52]2[CH:58]=[CH:57][CH:56]=[CH:55][C:53]=2[N:54]=1.N1C=CC=CC=1. The catalyst is C(Cl)Cl.O. The product is [NH:51]1[C:52]2[CH:58]=[CH:57][CH:56]=[CH:55][C:53]=2[N:54]=[C:50]1[NH:49][C:40](=[O:42])[CH:39]([C:31]1[CH:32]=[CH:33][C:34]([S:35]([CH3:38])(=[O:36])=[O:37])=[C:29]([Cl:28])[CH:30]=1)[CH2:43][CH:44]1[CH2:48][CH2:47][CH2:46][CH2:45]1. The yield is 0.330. (7) The reactants are [CH2:1]([O:3][C:4](=[O:10])[CH:5]=[C:6]([CH3:9])[CH:7]=[CH2:8])[CH3:2].[CH3:11][C:12]1[CH:21]=[C:20]([CH2:22][O:23][C:24]2[CH:32]=[CH:31][C:27]([CH:28]=[N:29][OH:30])=[CH:26][CH:25]=2)[C:19]2[C:14](=[CH:15][CH:16]=[CH:17][CH:18]=2)[N:13]=1. No catalyst specified. The product is [CH2:1]([O:3][C:4](=[O:10])[CH:5]=[C:6]([CH:7]1[O:30][N:29]=[C:28]([C:27]2[CH:26]=[CH:25][C:24]([O:23][CH2:22][C:20]3[C:19]4[C:14](=[CH:15][CH:16]=[CH:17][CH:18]=4)[N:13]=[C:12]([CH3:11])[CH:21]=3)=[CH:32][CH:31]=2)[CH2:8]1)[CH3:9])[CH3:2]. The yield is 0.840.